From a dataset of Forward reaction prediction with 1.9M reactions from USPTO patents (1976-2016). Predict the product of the given reaction. (1) Given the reactants [OH:1][C:2]1[CH:7]=[CH:6][C:5]([C:8]2[N:9]=[C:10]3[CH:15]=[CH:14][C:13]([I:16])=[CH:12][N:11]3[CH:17]=2)=[CH:4][CH:3]=1.C(=O)([O-])[O-].[K+].[K+].Br[CH2:25][CH2:26][CH2:27][O:28][Si:29]([C:32]([CH3:35])([CH3:34])[CH3:33])([CH3:31])[CH3:30].[Cl-].[Na+], predict the reaction product. The product is: [O:28]([CH2:27][CH2:26][CH2:25][O:1][C:2]1[CH:3]=[CH:4][C:5]([C:8]2[N:9]=[C:10]3[CH:15]=[CH:14][C:13]([I:16])=[CH:12][N:11]3[CH:17]=2)=[CH:6][CH:7]=1)[Si:29]([C:32]([CH3:34])([CH3:33])[CH3:35])([CH3:30])[CH3:31]. (2) Given the reactants [CH2:1]([C:3]1[N:8]([C:9]2[CH:14]=[CH:13][C:12]([O:15][C@@H:16]3[CH2:21][CH2:20][CH2:19][CH2:18][C@H:17]3[OH:22])=[CH:11][CH:10]=2)[C:7](=[O:23])[C:6]([CH2:24][C:25]2[CH:30]=[CH:29][C:28]([C:31]3[CH:36]=[CH:35][CH:34]=[CH:33][C:32]=3[C:37]3[NH:41][C:40](=[O:42])[O:39][N:38]=3)=[CH:27][CH:26]=2)=[C:5]([CH2:43][CH2:44][CH3:45])[N:4]=1)[CH3:2].CC(OI1(OC(C)=O)(OC(C)=O)OC(=O)C2C1=CC=CC=2)=O.C(OCC)(=O)C.S([O-])([O-])(=O)=S.[Na+].[Na+], predict the reaction product. The product is: [CH2:1]([C:3]1[N:8]([C:9]2[CH:10]=[CH:11][C:12]([O:15][CH:16]3[CH2:21][CH2:20][CH2:19][CH2:18][C:17]3=[O:22])=[CH:13][CH:14]=2)[C:7](=[O:23])[C:6]([CH2:24][C:25]2[CH:30]=[CH:29][C:28]([C:31]3[CH:36]=[CH:35][CH:34]=[CH:33][C:32]=3[C:37]3[NH:41][C:40](=[O:42])[O:39][N:38]=3)=[CH:27][CH:26]=2)=[C:5]([CH2:43][CH2:44][CH3:45])[N:4]=1)[CH3:2]. (3) Given the reactants [NH2:1][C:2]1[CH:3]=[CH:4][C:5]2[O:11][CH2:10][CH2:9][CH2:8][N:7]([C:12](=[O:14])[CH3:13])[C:6]=2[CH:15]=1.Cl[C:17]1[N:22]=[C:21]([NH:23][C:24]2[C:33]([F:34])=[CH:32][C:31]([C:35]3[CH:36]=[N:37][N:38]([CH3:40])[CH:39]=3)=[CH:30][C:25]=2[C:26]([NH:28][CH3:29])=[O:27])[C:20]([Cl:41])=[CH:19][N:18]=1, predict the reaction product. The product is: [C:12]([N:7]1[C:6]2[CH:15]=[C:2]([NH:1][C:17]3[N:22]=[C:21]([NH:23][C:24]4[C:33]([F:34])=[CH:32][C:31]([C:35]5[CH:36]=[N:37][N:38]([CH3:40])[CH:39]=5)=[CH:30][C:25]=4[C:26]([NH:28][CH3:29])=[O:27])[C:20]([Cl:41])=[CH:19][N:18]=3)[CH:3]=[CH:4][C:5]=2[O:11][CH2:10][CH2:9][CH2:8]1)(=[O:14])[CH3:13]. (4) Given the reactants C([NH:11]CCCC[C@@H](C(O)=O)N)(OCC1C=CC=CC=1)=O.[C:21]([OH:28])(=[O:27])/[CH:22]=[CH:23]\[C:24]([OH:26])=[O:25].Cl, predict the reaction product. The product is: [NH2:11][C@H:22]([C:21]([OH:28])=[O:27])[CH2:23][C:24](=[O:26])[OH:25]. (5) Given the reactants [CH2:1]([Mg]Br)[CH:2]=[CH2:3].[CH3:6][C:7]1([CH3:16])[CH2:12][C:11]([CH3:14])([CH3:13])[CH2:10][C:9](=[O:15])[CH2:8]1.[NH4+].[Cl-], predict the reaction product. The product is: [CH2:3]([C:9]1([OH:15])[CH2:10][C:11]([CH3:14])([CH3:13])[CH2:12][C:7]([CH3:16])([CH3:6])[CH2:8]1)[CH:2]=[CH2:1]. (6) Given the reactants [CH2:1]([N:3]([CH2:20][CH3:21])[CH2:4][CH2:5][NH:6]C(C1C=CC2C(=CC=C(I)C=2)C=1)=O)[CH3:2].[I:22][C:23]1[CH:24]=[N:25][CH:26]=[C:27]2[C:32]=1[N:31]=[C:30]([C:33]([O:35]CC)=O)[CH:29]=[CH:28]2, predict the reaction product. The product is: [CH2:1]([N:3]([CH2:20][CH3:21])[CH2:4][CH2:5][NH:6][C:33]([C:30]1[CH:29]=[CH:28][C:27]2[C:32](=[C:23]([I:22])[CH:24]=[N:25][CH:26]=2)[N:31]=1)=[O:35])[CH3:2]. (7) Given the reactants [CH:1]1([CH:4]([OH:33])[C:5]2[CH:6]=[C:7]([C:11]([CH3:32])([CH3:31])[CH2:12][C:13]([OH:30])([C:26]([F:29])([F:28])[F:27])[CH2:14][N:15]3[C:24]4[C:19](=[CH:20][CH:21]=[CH:22][CH:23]=4)[C:18](=[O:25])[CH:17]=[CH:16]3)[CH:8]=[CH:9][CH:10]=2)[CH2:3][CH2:2]1, predict the reaction product. The product is: [CH:1]1([C:4]([C:5]2[CH:6]=[C:7]([C:11]([CH3:32])([CH3:31])[CH2:12][C:13]([OH:30])([C:26]([F:27])([F:28])[F:29])[CH2:14][N:15]3[C:24]4[C:19](=[CH:20][CH:21]=[CH:22][CH:23]=4)[C:18](=[O:25])[CH:17]=[CH:16]3)[CH:8]=[CH:9][CH:10]=2)=[O:33])[CH2:2][CH2:3]1.